Dataset: Forward reaction prediction with 1.9M reactions from USPTO patents (1976-2016). Task: Predict the product of the given reaction. (1) Given the reactants [NH2:1][C:2]1[CH:7]=[CH:6][C:5]([NH:8][C:9](=[O:11])[CH3:10])=[C:4]([F:12])[CH:3]=1.C[Si]([N-][Si](C)(C)C)(C)C.[Li+].F[C:24]1[C:29]([C:30]2[N:35]=[C:34]([CH3:36])[N:33]=[C:32]([N:37]([CH2:47][C:48]3[CH:53]=[CH:52][C:51]([O:54][CH3:55])=[CH:50][CH:49]=3)[CH2:38][C:39]3[CH:44]=[CH:43][C:42]([O:45][CH3:46])=[CH:41][CH:40]=3)[N:31]=2)=[CH:28][C:27]([CH2:56][N:57]2[CH2:62][CH2:61][N:60]([S:63]([CH3:66])(=[O:65])=[O:64])[CH2:59][CH2:58]2)=[CH:26][N:25]=1, predict the reaction product. The product is: [CH3:55][O:54][C:51]1[CH:50]=[CH:49][C:48]([CH2:47][N:37]([CH2:38][C:39]2[CH:40]=[CH:41][C:42]([O:45][CH3:46])=[CH:43][CH:44]=2)[C:32]2[N:33]=[C:34]([CH3:36])[N:35]=[C:30]([C:29]3[C:24]([NH:1][C:2]4[CH:7]=[CH:6][C:5]([NH:8][C:9](=[O:11])[CH3:10])=[C:4]([F:12])[CH:3]=4)=[N:25][CH:26]=[C:27]([CH2:56][N:57]4[CH2:62][CH2:61][N:60]([S:63]([CH3:66])(=[O:65])=[O:64])[CH2:59][CH2:58]4)[CH:28]=3)[N:31]=2)=[CH:53][CH:52]=1. (2) The product is: [ClH:4].[Cl:7][C:8]([C:11]1[C:19]2[C:14](=[CH:15][CH:16]=[CH:17][CH:18]=2)[N:13]([C:20]2[CH:21]=[CH:22][CH:23]=[C:24]3[C:29]=2[N:28]=[CH:27][CH:26]=[CH:25]3)[CH:12]=1)=[O:9]. Given the reactants C(Cl)(=O)C([Cl:4])=O.[ClH:7].[C:8]([C:11]1[C:19]2[C:14](=[CH:15][CH:16]=[CH:17][CH:18]=2)[N:13]([C:20]2[CH:21]=[CH:22][CH:23]=[C:24]3[C:29]=2[N:28]=[CH:27][CH:26]=[CH:25]3)[CH:12]=1)(O)=[O:9], predict the reaction product. (3) Given the reactants S(=O)(=O)(O)O.C([C:9]1[CH:21]=[CH:20][C:19]2[C:18]3[C:13](=[CH:14][CH:15]=[CH:16][CH:17]=3)[CH2:12][C:11]=2[CH:10]=1)(=O)C.[C:22]([O:25]C(=O)C)(=[O:24])[CH3:23].OO, predict the reaction product. The product is: [C:22]([O:25][C:9]1[CH:21]=[CH:20][C:19]2[C:14]3[C:13](=[CH:18][CH:17]=[CH:16][CH:15]=3)[CH2:12][C:11]=2[CH:10]=1)(=[O:24])[CH3:23]. (4) Given the reactants [CH3:1][O:2][C:3]1[CH:19]=[CH:18][C:6]2[CH:7]=[C:8]3[C:13](=[CH:14][C:5]=2[CH:4]=1)[NH:12][CH:11]=[C:10]([C:15]#[N:16])[C:9]3=O.P(Cl)(Cl)([Cl:22])=O, predict the reaction product. The product is: [Cl:22][C:9]1[C:8]2[C:13](=[CH:14][C:5]3[CH:4]=[C:3]([O:2][CH3:1])[CH:19]=[CH:18][C:6]=3[CH:7]=2)[N:12]=[CH:11][C:10]=1[C:15]#[N:16]. (5) Given the reactants O=[C:2]1[CH2:19][CH2:18][C:5]2([CH2:10][CH2:9][N:8]([C:11]([O:13][C:14]([CH3:17])([CH3:16])[CH3:15])=[O:12])[CH2:7][CH2:6]2)[CH2:4][CH2:3]1.[NH:20]1[CH2:23][CH2:22][CH2:21]1.C(O[BH-](OC(=O)C)OC(=O)C)(=O)C.[Na+].C(=O)([O-])O.[Na+], predict the reaction product. The product is: [N:20]1([CH:2]2[CH2:19][CH2:18][C:5]3([CH2:10][CH2:9][N:8]([C:11]([O:13][C:14]([CH3:17])([CH3:16])[CH3:15])=[O:12])[CH2:7][CH2:6]3)[CH2:4][CH2:3]2)[CH2:23][CH2:22][CH2:21]1. (6) Given the reactants [H-].[Na+].[O:3]1[CH2:7][CH2:6][CH2:5][CH2:4]1.C1(O)CCC1.[CH2:13]([Sn:17]([CH2:24][CH2:25][CH2:26][CH3:27])([CH2:20][CH2:21][CH2:22][CH3:23])[CH2:18]I)[CH2:14][CH2:15][CH3:16], predict the reaction product. The product is: [CH2:24]([Sn:17]([CH2:13][CH2:14][CH2:15][CH3:16])([CH2:20][CH2:21][CH2:22][CH3:23])[CH2:18][O:3][CH:7]1[CH2:6][CH2:5][CH2:4]1)[CH2:25][CH2:26][CH3:27].